From a dataset of Experimentally validated miRNA-target interactions with 360,000+ pairs, plus equal number of negative samples. Binary Classification. Given a miRNA mature sequence and a target amino acid sequence, predict their likelihood of interaction. (1) The miRNA is mmu-miR-466e-3p with sequence UAUACAUACACGCACACAUAAGA. The protein sequence of the target gene is MAAPGPGAGAASGGASGGGAGAGGGASAGSGSSGVGGRLPSRVLELVFSYLELSELRSCALVCKHWYRCLHGDENSEVWRSLCARSLAEEALRTDILCNLPSYKAKVRAFQHAFSTNDCSRNVYIKKNGFTLHRNPIAQSTDGARTKIGFSEGRHAWEVWWEGPLGTVAVIGIATKRAPMQCQGYVALLGSDDQSWGWNLVDNNLLHNGEVNGSFPQCNNAPKYQIGERIRVILDMEDKTLAFERGYEFLGVAFRGLPKACLYPAVSAVYGNTEVTLVYLGKPLDG. Result: 1 (interaction). (2) The miRNA is hsa-miR-4275 with sequence CCAAUUACCACUUCUUU. The protein sequence of the target gene is MDELAGGGGGGPGMAAPPRQQQGPGGNLGLSPGGNGAAGGGGPPASEGAGPAAGPELSRPQQYTIPGILHYIQHEWARFEMERAHWEVERAELQARIAFLQGERKGQENLKKDLVRRIKMLEYALKQERAKYHKLKYGTELNQGDLKMPTFESEETKDTEAPTAPQNSQLTWKQGRQLLRQYLQEVGYTDTILDVRSQRVRSLLGLSNSEPNGSVETKNLEQILNGGESPKQKGQEIKRSSGDVLETFNFLENADDSDEDEENDMIEGIPEGKDKHRMNKHKIGNEGLAADLTDDPDTEE.... Result: 1 (interaction). (3) The miRNA is hsa-miR-4295 with sequence CAGUGCAAUGUUUUCCUU. The protein sequence of the target gene is MNQTAGASNNVRCPPGKGHKELVGSNPPQRNWKGIAIALLVILVICSLIVTSVILLTPAEDTSLSQKKKVTVEDLFSEDFKIHDPEAKWISNKEFIYRERKGSVILRNVETNNSTVLIEGKKIESLRAIRYEISPDKEYVLFSYNVEPVYQHSHTGYYVLSKIPHGDPQSLDPPEVSNAKLQYAGWGPKGQQLIFIFENNIYYCAHVGKQAIRVVSTGKEGVIYNGLSDWLYEEEILKSHIAHWWSPDGTRLAYATINDSRVPLMELPTYTGSVYPTVKPYHYPKAGSENPSISLHVIGL.... Result: 0 (no interaction). (4) The miRNA is hsa-miR-6791-3p with sequence UGCCUCCUUGGUCUCCGGCAG. The protein sequence of the target gene is MSVPPLLRPPSPLLPAAAAVAAAAAALVPGSGPAPFPAPGAAPAGGISFHLQIGLSREPVLLLQDSSGDYSLAHVREMACSIVDQKFPECGFYGLYDKILLFRHDPASDNILQLVKIASDIQEGDLIEVVLSASATFEDFQIRPHALFVHSYRAPAFCDHCGEMLWGLVRQGLKCEGCGLNYHKRCAFKIPNNCSGVRRRRLSNVSLTGLGTVRTASAEFSTSVPDEPLLSPVSPGFEQKSPSESFIGREKRSNSQSYIGRPIQLDKLLMSKVKVPHTFVIHSYTRPTVCQFCKKLLKGL.... Result: 0 (no interaction). (5) The miRNA is hsa-miR-608 with sequence AGGGGUGGUGUUGGGACAGCUCCGU. The protein sequence of the target gene is MEKRLQEAQVYKEEGNQRYREGKYRDAVSRYHRALLQLRGLDPSLPSPLSSLGPQGPALTPEQENILHTIQTHCYNNLAACLLQMEPVNYERVREYSQKVLERQPDNAKALYRAGVAFFHLQDYDRARHHLLAAVNRQPKDANVRRYLQLTQSELSSYHRKEKQLYLGMFG. Result: 0 (no interaction). (6) The miRNA is hsa-miR-371a-5p with sequence ACUCAAACUGUGGGGGCACU. The protein sequence of the target gene is MVIQKEKKSCGQVVEEWKEFVWNPRTHQFMGRTGTSWAFILLFYLVFYGFLTAMFSLTMWVMLQTVSDHTPKYQDRLATPGLMIRPKTENLDVIVNISDTESWGQHVQKLNKFLEPYNDSIQAQKNDVCRPGRYYEQPDNGVLNYPKRACQFNRTQLGDCSGIGDPTHYGYSTGQPCVFIKMNRVINFYAGANQSMNVTCVGKRDEDAENLGHFVMFPANGSIDLMYFPYYGKKFHVNYTQPLVAVKFLNVTPNVEVNVECRINAANIATDDERDKFAGRVAFKLRINKT. Result: 0 (no interaction).